From a dataset of CYP2C19 inhibition data for predicting drug metabolism from PubChem BioAssay. Regression/Classification. Given a drug SMILES string, predict its absorption, distribution, metabolism, or excretion properties. Task type varies by dataset: regression for continuous measurements (e.g., permeability, clearance, half-life) or binary classification for categorical outcomes (e.g., BBB penetration, CYP inhibition). Dataset: cyp2c19_veith. (1) The molecule is Cn1c(=O)c(-c2cc(F)cc(F)c2)nc2cnc(Nc3ccccc3)nc21. The result is 0 (non-inhibitor). (2) The molecule is Cc1ccc(NC(=S)NCCN2CCOCC2)cc1C. The result is 1 (inhibitor). (3) The molecule is Cn1c(N)c(N=Nc2ccc(S(N)(=O)=O)cc2)c(=O)n(C)c1=O. The result is 0 (non-inhibitor).